Task: Predict the product of the given reaction.. Dataset: Forward reaction prediction with 1.9M reactions from USPTO patents (1976-2016) (1) Given the reactants [Cl:1][C:2]1[CH:7]=[C:6]([C:8]2[N:12]=[CH:11][N:10](COCC[Si](C)(C)C)[N:9]=2)[CH:5]=[CH:4][C:3]=1[C:21]1[CH:22]=[N:23][N:24]2[CH:29]=[CH:28][C:27]([N:30]3[C@@H:34]([CH:35]([CH3:37])[CH3:36])[CH2:33][O:32][C:31]3=[O:38])=[N:26][C:25]=12.ClC1C=C(C2N(COCC[Si](C)(C)C)N=CN=2)C=CC=1C1C=NN2C=CC(N3[C@@H](C(C)C)COC3=O)=NC=12, predict the reaction product. The product is: [Cl:1][C:2]1[CH:7]=[C:6]([C:8]2[N:12]=[CH:11][NH:10][N:9]=2)[CH:5]=[CH:4][C:3]=1[C:21]1[CH:22]=[N:23][N:24]2[CH:29]=[CH:28][C:27]([N:30]3[C@@H:34]([CH:35]([CH3:36])[CH3:37])[CH2:33][O:32][C:31]3=[O:38])=[N:26][C:25]=12. (2) Given the reactants C[O:2][C:3]([C@@H:5]1[C@@H:9]([C:10]2[CH:15]=[CH:14][C:13]([Cl:16])=[CH:12][CH:11]=2)[CH2:8][N:7]([CH2:17][C:18]2[CH:23]=[CH:22][CH:21]=[CH:20][CH:19]=2)[CH2:6]1)=O.[H-].[H-].[H-].[H-].[Li+].[Al+3].O.[OH-].[Na+], predict the reaction product. The product is: [CH2:17]([N:7]1[CH2:8][C@H:9]([C:10]2[CH:11]=[CH:12][C:13]([Cl:16])=[CH:14][CH:15]=2)[C@@H:5]([CH2:3][OH:2])[CH2:6]1)[C:18]1[CH:19]=[CH:20][CH:21]=[CH:22][CH:23]=1. (3) Given the reactants [C:1]([O:5][C:6]([C:8]1[CH:13]=[CH:12][C:11]([C:14]2[C:15]([CH3:55])([CH3:54])[C@H:16]3[C@:29]([CH3:32])([CH2:30][CH:31]=2)[C@@H:28]2[C@:19]([CH3:53])([C@@:20]4([CH3:52])[C@H:25]([CH2:26][CH2:27]2)[C@H:24]2[C@H:33]([C:36]([CH2:38][N:39]([CH3:48])[C:40](=[O:47])[CH2:41][CH2:42][C:43]([O:45][CH3:46])=[O:44])=[CH2:37])[CH2:34][CH2:35][C@:23]2([C:49](O)=[O:50])[CH2:22][CH2:21]4)[CH2:18][CH2:17]3)=[CH:10][CH:9]=1)=[O:7])([CH3:4])([CH3:3])[CH3:2].C(Cl)(=O)C(Cl)=O.C(N(C(C)C)CC)(C)C.[CH3:71][N:72]([CH3:76])[CH2:73][CH2:74][NH2:75], predict the reaction product. The product is: [CH3:71][N:72]([CH3:76])[CH2:73][CH2:74][NH:75][C:49]([C@:23]12[CH2:35][CH2:34][C@@H:33]([C:36]([CH2:38][N:39]([CH3:48])[C:40](=[O:47])[CH2:41][CH2:42][C:43]([O:45][CH3:46])=[O:44])=[CH2:37])[C@@H:24]1[C@@H:25]1[C@@:20]([CH3:52])([CH2:21][CH2:22]2)[C@@:19]2([CH3:53])[C@@H:28]([C@:29]3([CH3:32])[C@@H:16]([CH2:17][CH2:18]2)[C:15]([CH3:54])([CH3:55])[C:14]([C:11]2[CH:10]=[CH:9][C:8]([C:6]([O:5][C:1]([CH3:4])([CH3:3])[CH3:2])=[O:7])=[CH:13][CH:12]=2)=[CH:31][CH2:30]3)[CH2:27][CH2:26]1)=[O:50]. (4) Given the reactants [OH:1][C:2]1[CH:3]=[C:4]([CH:8]=[CH:9][N:10]=1)[C:5]([OH:7])=O.Cl.[O:12]([CH2:19][CH2:20][C@@H:21]1[CH2:26][CH2:25][C@H:24]([CH2:27][NH2:28])[CH2:23][CH2:22]1)[C:13]1[CH:18]=[CH:17][CH:16]=[CH:15][CH:14]=1, predict the reaction product. The product is: [OH:1][C:2]1[CH:3]=[C:4]([CH:8]=[CH:9][N:10]=1)[C:5]([NH:28][CH2:27][C@H:24]1[CH2:23][CH2:22][C@@H:21]([CH2:20][CH2:19][O:12][C:13]2[CH:14]=[CH:15][CH:16]=[CH:17][CH:18]=2)[CH2:26][CH2:25]1)=[O:7]. (5) Given the reactants [CH3:1][C:2]1([CH3:47])[C@@H:5]([C:6]([N:8]2[CH2:13][CH2:12][CH2:11][CH2:10][CH2:9]2)=[O:7])[CH2:4][C@H:3]1[NH:14][C:15]([C@:17]12[CH2:43][CH2:42][C@@H:41]([C:44]([CH3:46])=[CH2:45])[CH:18]1[C@@H:19]1[C@@:32]([CH3:35])([CH2:33][CH2:34]2)[C@@:31]2([CH3:36])[C@@H:22]([C@:23]3([CH3:40])[C@@H:28]([CH2:29][CH2:30]2)[C:27]([CH3:38])([CH3:37])[C@@H:26]([OH:39])[CH2:25][CH2:24]3)[CH2:21][CH2:20]1)=[O:16].[CH2:48]([Zn]CC)C.C1(C)C=CC=CC=1.ICI, predict the reaction product. The product is: [CH3:1][C:2]1([CH3:47])[C@@H:5]([C:6]([N:8]2[CH2:9][CH2:10][CH2:11][CH2:12][CH2:13]2)=[O:7])[CH2:4][C@H:3]1[NH:14][C:15]([C@:17]12[CH2:43][CH2:42][C@@H:41]([C:44]3([CH3:48])[CH2:46][CH2:45]3)[CH:18]1[C@@H:19]1[C@@:32]([CH3:35])([CH2:33][CH2:34]2)[C@@:31]2([CH3:36])[C@@H:22]([C@:23]3([CH3:40])[C@@H:28]([CH2:29][CH2:30]2)[C:27]([CH3:37])([CH3:38])[C@@H:26]([OH:39])[CH2:25][CH2:24]3)[CH2:21][CH2:20]1)=[O:16]. (6) Given the reactants Cl[C:2]1[N:10]=[C:9]([C:11]([F:14])([F:13])[F:12])[CH:8]=[CH:7][C:3]=1[C:4]([OH:6])=[O:5].Cl, predict the reaction product. The product is: [N:10]1([C:2]2[N:10]=[C:9]([C:11]([F:14])([F:13])[F:12])[CH:8]=[CH:7][C:3]=2[C:4]([OH:6])=[O:5])[CH2:2][CH2:3][CH2:7][CH2:8][CH2:9]1.